From a dataset of Forward reaction prediction with 1.9M reactions from USPTO patents (1976-2016). Predict the product of the given reaction. (1) Given the reactants CN1CCC[C@@H](OC(=O)C(O)(C2SC=CC=2)C2SC=CC=2)C1.O(CC[Br:32])C1C=CC=CC=1.[Br-].[OH:34][C:35]([C:60]1[S:61][CH:62]=[CH:63][CH:64]=1)([C:55]1[S:56][CH:57]=[CH:58][CH:59]=1)[C:36]([O:38][C@@H:39]1[CH2:44][CH2:43][CH2:42][N+:41]([CH3:54])([CH2:45][CH2:46][O:47][C:48]2[CH:53]=[CH:52][CH:51]=[CH:50][CH:49]=2)[CH2:40]1)=[O:37], predict the reaction product. The product is: [Br-:32].[OH:34][C:35]([C:55]1[S:56][CH:57]=[CH:58][CH:59]=1)([C:60]1[S:61][CH:62]=[CH:63][CH:64]=1)[C:36]([O:38][C@@H:39]1[CH2:44][CH2:43][CH2:42][N@+:41]([CH3:54])([CH2:45][CH2:46][O:47][C:48]2[CH:53]=[CH:52][CH:51]=[CH:50][CH:49]=2)[CH2:40]1)=[O:37]. (2) Given the reactants [OH-].[Li+].[CH2:3]([O:5][C:6]([C:8]1[NH:9][C:10]([CH2:14][CH2:15][C:16]([O:18]C(C)(C)C)=[O:17])=[CH:11][C:12]=1[CH3:13])=[O:7])[CH3:4].C(O)C, predict the reaction product. The product is: [CH2:3]([O:5][C:6]([C:8]1[NH:9][C:10]([CH2:14][CH2:15][C:16]([OH:18])=[O:17])=[CH:11][C:12]=1[CH3:13])=[O:7])[CH3:4]. (3) Given the reactants F[C:2]1[CH:7]=[CH:6][C:5]([S:8]([NH2:11])(=[O:10])=[O:9])=[CH:4][C:3]=1[N+:12]([O-:14])=[O:13].[O:15]1[CH2:20][CH2:19][CH:18]([CH2:21][NH2:22])[CH2:17][CH2:16]1.C(N(CC)CC)C.Cl, predict the reaction product. The product is: [N+:12]([C:3]1[CH:4]=[C:5]([S:8]([NH2:11])(=[O:10])=[O:9])[CH:6]=[CH:7][C:2]=1[NH:22][CH2:21][CH:18]1[CH2:19][CH2:20][O:15][CH2:16][CH2:17]1)([O-:14])=[O:13]. (4) Given the reactants [Cl:1][C:2]1[CH:7]=[C:6]([C:8]2[N:9]=[C:10](O)[C:11]3[C:17]([O:18][CH3:19])=[CH:16][N:15]=[CH:14][C:12]=3[N:13]=2)[CH:5]=[CH:4][N:3]=1.[NH:21]1[CH2:26][CH2:25][CH:24]([N:27]2[CH2:32][CH2:31][O:30][CH2:29][CH2:28]2)[CH2:23][CH2:22]1.C(OC(N1CCN(C2C3C(C4CC4)=CN=CC=3N=C(C3C=CN=C(Cl)C=3)N=2)CC1)=O)(C)(C)C, predict the reaction product. The product is: [Cl:1][C:2]1[CH:7]=[C:6]([C:8]2[N:9]=[C:10]([N:21]3[CH2:26][CH2:25][CH:24]([N:27]4[CH2:32][CH2:31][O:30][CH2:29][CH2:28]4)[CH2:23][CH2:22]3)[C:11]3[C:17]([O:18][CH3:19])=[CH:16][N:15]=[CH:14][C:12]=3[N:13]=2)[CH:5]=[CH:4][N:3]=1.